From a dataset of Catalyst prediction with 721,799 reactions and 888 catalyst types from USPTO. Predict which catalyst facilitates the given reaction. (1) Reactant: [OH:1][C@H:2]1[CH2:7][CH2:6][CH2:5][CH2:4][C@@H:3]1[N:8]1[C:17](=[O:18])[C:16]2[C:11](=[C:12]3[CH:31]=[CH:30][N:29]=[CH:28][C:13]3=[C:14]([CH2:19][C:20]3[CH:27]=[CH:26][C:23]([CH:24]=[O:25])=[CH:22][CH:21]=3)[CH:15]=2)[N:10]=[CH:9]1.[CH3:32][Mg]Br.[Cl-].[NH4+]. Product: [OH:1][C@H:2]1[CH2:7][CH2:6][CH2:5][CH2:4][C@@H:3]1[N:8]1[C:17](=[O:18])[C:16]2[C:11](=[C:12]3[CH:31]=[CH:30][N:29]=[CH:28][C:13]3=[C:14]([CH2:19][C:20]3[CH:21]=[CH:22][C:23]([CH:24]([OH:25])[CH3:32])=[CH:26][CH:27]=3)[CH:15]=2)[N:10]=[CH:9]1. The catalyst class is: 1. (2) Reactant: [Cl:1][C:2]1[CH:7]=[C:6]([O:8][CH3:9])[C:5]([O:10][CH2:11][C:12]2[C:17]([O:18][CH3:19])=[CH:16][CH:15]=[C:14]([F:20])[C:13]=2[F:21])=[CH:4][C:3]=1[N:22]1[C:30](=[O:31])[NH:29][C:28]2[C:23]1=[N:24][C:25]([C:32]([O:34]CC)=[O:33])=[N:26][CH:27]=2.O1CCCC1.O.[OH-].[Li+].Cl. Product: [C:32]([C:25]1[N:24]=[C:23]2[C:28]([NH:29][C:30](=[O:31])[N:22]2[C:3]2[CH:4]=[C:5]([O:10][CH2:11][C:12]3[C:17]([O:18][CH3:19])=[CH:16][CH:15]=[C:14]([F:20])[C:13]=3[F:21])[C:6]([O:8][CH3:9])=[CH:7][C:2]=2[Cl:1])=[CH:27][N:26]=1)([OH:34])=[O:33]. The catalyst class is: 72. (3) Reactant: I[C:2]1[CH:3]=[C:4]2[C:9](=[CH:10][CH:11]=1)[O:8][CH2:7][CH2:6][CH:5]2[OH:12].C(Cl)Cl.[CH2:16]([Mg]Br)[C:17]([CH3:20])([CH3:19])[CH3:18]. Product: [CH2:16]([C:2]1[CH:3]=[C:4]2[C:9](=[CH:10][CH:11]=1)[O:8][CH2:7][CH2:6][CH:5]2[OH:12])[C:17]([CH3:20])([CH3:19])[CH3:18]. The catalyst class is: 450.